From a dataset of Catalyst prediction with 721,799 reactions and 888 catalyst types from USPTO. Predict which catalyst facilitates the given reaction. (1) Reactant: [F:1][C:2]1[CH:30]=[C:29]([F:31])[CH:28]=[CH:27][C:3]=1[O:4][C:5]1[CH:6]=[CH:7][C:8]2[N:9]([CH:11]=[CH:12][C:13](=[O:26])[C:14]=2[C:15]2[CH:16]=[C:17]([CH:21]=[CH:22][C:23]=2[O:24][CH3:25])[C:18]([OH:20])=[O:19])[N:10]=1.C(N([CH2:37][CH3:38])CC)C.[CH2:39]([O:41]C(Cl)=O)C. Product: [C:39]([O:19][C:18](=[O:20])[C:17]1[CH:21]=[CH:22][C:23]([O:24][CH3:25])=[C:15]([C:14]2[C:13](=[O:26])[CH:12]=[CH:11][N:9]3[C:8]=2[CH:7]=[CH:6][C:5]([O:4][C:3]2[CH:27]=[CH:28][C:29]([F:31])=[CH:30][C:2]=2[F:1])=[N:10]3)[CH:16]=1)(=[O:41])[CH2:37][CH3:38]. The catalyst class is: 2. (2) Reactant: [F:1][C:2]1[CH:7]=[CH:6][C:5](B(O)O)=[CH:4][CH:3]=1.Br[C:12]1[CH:13]=[N:14][N:15]([CH3:21])[C:16]=1[C:17]([O:19][CH3:20])=[O:18].C(=O)([O-])[O-].[Cs+].[Cs+]. Product: [CH3:20][O:19][C:17]([C:16]1[N:15]([CH3:21])[N:14]=[CH:13][C:12]=1[C:5]1[CH:6]=[CH:7][C:2]([F:1])=[CH:3][CH:4]=1)=[O:18]. The catalyst class is: 109.